The task is: Predict the reactants needed to synthesize the given product.. This data is from Full USPTO retrosynthesis dataset with 1.9M reactions from patents (1976-2016). (1) The reactants are: [Cl:1][C:2]1[CH:3]=[C:4]([C:8]2[O:12][N:11]=[C:10]([CH:13]([OH:15])[CH3:14])[N:9]=2)[CH:5]=[CH:6][CH:7]=1.C(N(CC)CC)C.[CH3:23][S:24](Cl)(=[O:26])=[O:25]. Given the product [Cl:1][C:2]1[CH:3]=[C:4]([C:8]2[O:12][N:11]=[C:10]([CH:13]([O:15][S:24]([CH3:23])(=[O:26])=[O:25])[CH3:14])[N:9]=2)[CH:5]=[CH:6][CH:7]=1, predict the reactants needed to synthesize it. (2) Given the product [NH:12]1[CH:16]=[CH:15][N:14]=[C:13]1[NH:17][C:18](=[O:31])[CH2:19][CH2:20][CH2:21][CH2:22][CH2:23][CH2:24][CH2:25][CH2:26][CH2:27][CH2:28][CH2:29][NH:30][C:45]([NH2:48])=[N:44][C:42]([C:35]1[C:34]([NH2:33])=[N:39][C:38]([NH2:40])=[C:37]([Cl:41])[N:36]=1)=[O:43], predict the reactants needed to synthesize it. The reactants are: C(N(C(C)C)CC)(C)C.Cl.Cl.[NH:12]1[CH:16]=[CH:15][N:14]=[C:13]1[NH:17][C:18](=[O:31])[CH2:19][CH2:20][CH2:21][CH2:22][CH2:23][CH2:24][CH2:25][CH2:26][CH2:27][CH2:28][CH2:29][NH2:30].I.[NH2:33][C:34]1[C:35]([C:42]([NH:44][C:45](=[NH:48])SC)=[O:43])=[N:36][C:37]([Cl:41])=[C:38]([NH2:40])[N:39]=1.